This data is from Merck oncology drug combination screen with 23,052 pairs across 39 cell lines. The task is: Regression. Given two drug SMILES strings and cell line genomic features, predict the synergy score measuring deviation from expected non-interaction effect. Cell line: HCT116. Drug 1: Nc1ccn(C2OC(CO)C(O)C2(F)F)c(=O)n1. Drug 2: O=C(O)C1(Cc2cccc(Nc3nccs3)n2)CCC(Oc2cccc(Cl)c2F)CC1. Synergy scores: synergy=1.16.